From a dataset of Full USPTO retrosynthesis dataset with 1.9M reactions from patents (1976-2016). Predict the reactants needed to synthesize the given product. (1) Given the product [F:3][C:4]([F:21])([F:20])[C:5]1[CH:19]=[CH:18][CH:17]=[C:7]([O:8][C:9]2[CH:16]=[CH:15][C:12]([CH:13]=[CH2:23])=[CH:11][CH:10]=2)[CH:6]=1, predict the reactants needed to synthesize it. The reactants are: [H-].[Na+].[F:3][C:4]([F:21])([F:20])[C:5]1[CH:6]=[C:7]([CH:17]=[CH:18][CH:19]=1)[O:8][C:9]1[CH:16]=[CH:15][C:12]([CH:13]=O)=[CH:11][CH:10]=1.[I-].[CH3:23][P+](C1C=CC=CC=1)(C1C=CC=CC=1)C1C=CC=CC=1. (2) Given the product [N:29]1([S:34]([N:25]2[CH2:26][CH2:27][CH:22]([C:20]3[CH:19]=[CH:18][C:4]4[C:5](=[O:17])[C:6]5[C:7]6[C:12](=[CH:11][C:10]([C:15]#[N:16])=[CH:9][CH:8]=6)[NH:13][C:14]=5[C:2]([CH3:28])([CH3:1])[C:3]=4[CH:21]=3)[CH2:23][CH2:24]2)(=[O:36])=[O:35])[CH:33]=[CH:32][N:31]=[CH:30]1, predict the reactants needed to synthesize it. The reactants are: [CH3:1][C:2]1([CH3:28])[C:14]2[NH:13][C:12]3[C:7](=[CH:8][CH:9]=[C:10]([C:15]#[N:16])[CH:11]=3)[C:6]=2[C:5](=[O:17])[C:4]2[CH:18]=[CH:19][C:20]([CH:22]3[CH2:27][CH2:26][NH:25][CH2:24][CH2:23]3)=[CH:21][C:3]1=2.[N:29]1([S:34](N2C=C[N+](C)=C2)(=[O:36])=[O:35])[CH:33]=[CH:32][N:31]=[CH:30]1. (3) The reactants are: [CH3:1][O:2][C:3]1[CH2:8][CH2:7][N:6]([CH:9]([C:11]2([CH3:14])[CH2:13][CH2:12]2)[CH3:10])[C:5](=[O:15])[C:4]=1[C:16]#[N:17].ClC1C(=O)C(C#N)=C(C#N)C(=O)C=1Cl. Given the product [CH3:1][O:2][C:3]1[CH:8]=[CH:7][N:6]([CH:9]([C:11]2([CH3:14])[CH2:12][CH2:13]2)[CH3:10])[C:5](=[O:15])[C:4]=1[C:16]#[N:17], predict the reactants needed to synthesize it. (4) The reactants are: [CH2:1]([N:8]1[C@H:12]2[CH2:13][CH2:14][C@@:15]3([CH:19]=[CH:18][CH2:17][O:16]3)[C@:9]1([C:29]1[CH:34]=[CH:33][CH:32]=[CH:31][CH:30]=1)[CH2:10][C@H:11]2[S:20]([C:23]1[CH:28]=[CH:27][CH:26]=[CH:25][CH:24]=1)(=[O:22])=[O:21])[C:2]1[CH:7]=[CH:6][CH:5]=[CH:4][CH:3]=1.[CH2:35]([O:42][C:43]1[CH:48]=[CH:47][C:46]([O:49][C:50]([F:53])([F:52])[F:51])=[CH:45][C:44]=1I)[C:36]1[CH:41]=[CH:40][CH:39]=[CH:38][CH:37]=1.[Cl-].[Li+].C(N(CC)CC)C.C([O-])=O.[K+]. Given the product [CH2:1]([N:8]1[C@H:12]2[CH2:13][CH2:14][C@@:15]3([CH2:19][C@@H:18]([C:44]4[CH:45]=[C:46]([O:49][C:50]([F:53])([F:52])[F:51])[CH:47]=[CH:48][C:43]=4[O:42][CH2:35][C:36]4[CH:37]=[CH:38][CH:39]=[CH:40][CH:41]=4)[CH2:17][O:16]3)[C@:9]1([C:29]1[CH:34]=[CH:33][CH:32]=[CH:31][CH:30]=1)[CH2:10][C@H:11]2[S:20]([C:23]1[CH:24]=[CH:25][CH:26]=[CH:27][CH:28]=1)(=[O:21])=[O:22])[C:2]1[CH:3]=[CH:4][CH:5]=[CH:6][CH:7]=1, predict the reactants needed to synthesize it. (5) Given the product [Br:17][C:18]1[CH:19]=[CH:20][C:21]([CH2:22][C@H:23]2[C@@H:28]3[C@@H:27]([N:14]([C:11]4([C:7]5[CH:8]=[CH:9][CH:10]=[C:5]([C:1]([CH3:4])([CH3:3])[CH3:2])[CH:6]=5)[CH2:13][CH2:12]4)[C:15](=[O:16])[O:29]3)[CH2:26][S:25](=[O:31])(=[O:30])[CH2:24]2)=[CH:32][CH:33]=1, predict the reactants needed to synthesize it. The reactants are: [C:1]([C:5]1[CH:10]=[CH:9][CH:8]=[C:7]([C:11]2([N:14]=[C:15]=[O:16])[CH2:13][CH2:12]2)[CH:6]=1)([CH3:4])([CH3:3])[CH3:2].[Br:17][C:18]1[CH:33]=[CH:32][C:21]([CH2:22][C@H:23]2[C@@H:28]([OH:29])[CH:27]=[CH:26][S:25](=[O:31])(=[O:30])[CH2:24]2)=[CH:20][CH:19]=1.C1CCN2C(=NCCC2)CC1. (6) Given the product [CH:25]1([CH2:24][C:14]2([CH3:23])[C:15]3[C:20](=[CH:19][CH:18]=[CH:17][CH:16]=3)[C:21]([OH:22])=[C:12]([C:7]3[NH:6][C:5]4[CH:30]=[CH:31][C:2]([NH:1][S:39]([CH3:38])(=[O:41])=[O:40])=[CH:3][C:4]=4[S:9](=[O:11])(=[O:10])[N:8]=3)[C:13]2=[O:29])[CH2:28][CH2:27][CH2:26]1, predict the reactants needed to synthesize it. The reactants are: [NH2:1][C:2]1[CH:31]=[CH:30][C:5]2[NH:6][C:7]([C:12]3[C:13](=[O:29])[C:14]([CH2:24][CH:25]4[CH2:28][CH2:27][CH2:26]4)([CH3:23])[C:15]4[C:20]([C:21]=3[OH:22])=[CH:19][CH:18]=[CH:17][CH:16]=4)=[N:8][S:9](=[O:11])(=[O:10])[C:4]=2[CH:3]=1.N1C=CC=CC=1.[CH3:38][S:39](Cl)(=[O:41])=[O:40]. (7) Given the product [N:12]1([C:10]2[C:9]3[C:4](=[CH:5][CH:6]=[CH:7][CH:8]=3)[C:3](=[O:18])[N:2]([NH:1][C:29](=[O:30])[CH2:28][C:24]3[CH:25]=[CH:26][CH:27]=[C:22]([N+:19]([O-:21])=[O:20])[CH:23]=3)[N:11]=2)[CH2:17][CH2:16][O:15][CH2:14][CH2:13]1, predict the reactants needed to synthesize it. The reactants are: [NH2:1][N:2]1[N:11]=[C:10]([N:12]2[CH2:17][CH2:16][O:15][CH2:14][CH2:13]2)[C:9]2[C:4](=[CH:5][CH:6]=[CH:7][CH:8]=2)[C:3]1=[O:18].[N+:19]([C:22]1[CH:23]=[C:24]([CH2:28][C:29](O)=[O:30])[CH:25]=[CH:26][CH:27]=1)([O-:21])=[O:20]. (8) Given the product [Cl:24][C:21]1[CH:22]=[CH:23][C:18]([O:17][CH:15]([F:14])[F:16])=[C:19]([C:7]2[C:6]([O:12][CH3:13])=[CH:5][N:4]=[C:3]([O:2][CH3:1])[CH:8]=2)[CH:20]=1, predict the reactants needed to synthesize it. The reactants are: [CH3:1][O:2][C:3]1[CH:8]=[C:7](B(O)O)[C:6]([O:12][CH3:13])=[CH:5][N:4]=1.[F:14][CH:15]([O:17][C:18]1[CH:23]=[CH:22][C:21]([Cl:24])=[CH:20][C:19]=1Br)[F:16]. (9) Given the product [Br:1][C:2]1[CH:3]=[CH:4][C:5]([NH:8][C:10]([CH3:9])([CH2:11][CH3:12])[C:18]#[N:19])=[N:6][CH:7]=1, predict the reactants needed to synthesize it. The reactants are: [Br:1][C:2]1[CH:3]=[CH:4][C:5]([NH2:8])=[N:6][CH:7]=1.[CH3:9][C:10](=O)[CH2:11][CH3:12].[Si]([C:18]#[N:19])(C)(C)C.